From a dataset of Reaction yield outcomes from USPTO patents with 853,638 reactions. Predict the reaction yield, written as a fraction of the theoretical maximum amount of product (1.0 means a 100% yield; for example, 0.34 means a 34% yield). The reactants are [F:1][C:2]1[CH:3]=[C:4]([C@H:10]2[CH2:14][O:13][C:12](=[O:15])[NH:11]2)[C:5]([O:8][CH3:9])=[N:6][CH:7]=1.[H-].[Na+].Cl[C:19]1[CH:24]=[CH:23][N:22]2[N:25]=[CH:26][C:27]([C:28]([O:30][CH2:31][CH3:32])=[O:29])=[C:21]2[N:20]=1.[NH4+].[Cl-]. The catalyst is CN(C=O)C. The product is [F:1][C:2]1[CH:3]=[C:4]([C@H:10]2[CH2:14][O:13][C:12](=[O:15])[N:11]2[C:19]2[CH:24]=[CH:23][N:22]3[N:25]=[CH:26][C:27]([C:28]([O:30][CH2:31][CH3:32])=[O:29])=[C:21]3[N:20]=2)[C:5]([O:8][CH3:9])=[N:6][CH:7]=1. The yield is 0.650.